Dataset: Full USPTO retrosynthesis dataset with 1.9M reactions from patents (1976-2016). Task: Predict the reactants needed to synthesize the given product. (1) Given the product [F:8][C:6]1[CH:5]=[C:4]([C:9]2[N:10]([CH2:19][CH2:20][O:21][CH3:22])[C:11](=[O:18])[C:12]([C:15]([C:24]3[C:23](=[O:27])[CH:33]4[CH2:32][CH:31]([CH2:35][CH2:34]4)[C:30]=3[OH:38])=[O:17])=[CH:13][N:14]=2)[CH:3]=[C:2]([F:1])[CH:7]=1, predict the reactants needed to synthesize it. The reactants are: [F:1][C:2]1[CH:3]=[C:4]([C:9]2[N:10]([CH2:19][CH2:20][O:21][CH3:22])[C:11](=[O:18])[C:12]([C:15]([OH:17])=O)=[CH:13][N:14]=2)[CH:5]=[C:6]([F:8])[CH:7]=1.[C:23](Cl)(=[O:27])[C:24](Cl)=O.C[C:30](=[O:38])[CH2:31][C:32](=O)[CH2:33][CH2:34][CH2:35]C.C(N(CC)CC)C.OC(C)(C)C#N. (2) Given the product [Cl:2][C:3]1[CH:8]=[CH:7][C:6]([N:9]2[CH:19]=[CH:20][C:21]([NH2:22])=[N:10]2)=[C:5]([F:11])[CH:4]=1, predict the reactants needed to synthesize it. The reactants are: Cl.[Cl:2][C:3]1[CH:8]=[CH:7][C:6]([NH:9][NH2:10])=[C:5]([F:11])[CH:4]=1.[O-]CC.[Na+].C(O[CH:19]=[CH:20][C:21]#[N:22])C. (3) Given the product [O:4]1[C:5]2[CH:10]=[CH:9][CH:8]=[CH:7][C:6]=2[C:2]([C:19]2[CH2:24][CH2:23][N:22]([C:25]([O:27][C:28]([CH3:31])([CH3:30])[CH3:29])=[O:26])[CH2:21][CH:20]=2)=[CH:3]1, predict the reactants needed to synthesize it. The reactants are: Br[C:2]1[C:6]2[CH:7]=[CH:8][CH:9]=[CH:10][C:5]=2[O:4][CH:3]=1.CC1(C)C(C)(C)OB([C:19]2[CH2:24][CH2:23][N:22]([C:25]([O:27][C:28]([CH3:31])([CH3:30])[CH3:29])=[O:26])[CH2:21][CH:20]=2)O1.C(=O)([O-])[O-].[Na+].[Na+].C1(P(C2C=CC=CC=2)C2C=CC=CC=2)C=CC=CC=1. (4) Given the product [CH2:29]([O:31][C:32](=[O:37])[CH:33]([O:22][C:19]1[CH:18]=[CH:17][C:16]([O:15][CH2:14][CH2:13][C:3]2[N:4]=[C:5]([C:7]3[CH:8]=[CH:9][CH:10]=[CH:11][CH:12]=3)[O:6][C:2]=2[CH3:1])=[CH:21][CH:20]=1)[CH2:34][CH3:35])[CH3:30], predict the reactants needed to synthesize it. The reactants are: [CH3:1][C:2]1[O:6][C:5]([C:7]2[CH:12]=[CH:11][CH:10]=[CH:9][CH:8]=2)=[N:4][C:3]=1[CH2:13][CH2:14][O:15][C:16]1[CH:21]=[CH:20][C:19]([OH:22])=[CH:18][CH:17]=1.C([O-])([O-])=O.[Cs+].[Cs+].[CH2:29]([O:31][C:32](=[O:37])[CH:33](Br)[CH2:34][CH3:35])[CH3:30]. (5) The reactants are: [NH2:1][C:2]1[CH:3]=[C:4]([NH:8][C:9]2[C:18]3[C:13](=[CH:14][CH:15]=[CH:16][CH:17]=3)[C:12](=[O:19])[NH:11][N:10]=2)[CH:5]=[CH:6][CH:7]=1.[CH3:20][O:21][C:22]1[CH:27]=[CH:26][C:25]([C:28]2[N:32]=[C:31]([CH2:33][CH2:34][C:35](O)=[O:36])[O:30][N:29]=2)=[CH:24][CH:23]=1.C1C=CC2N(O)N=NC=2C=1.CN(C(ON1N=NC2C=CC=NC1=2)=[N+](C)C)C.F[P-](F)(F)(F)(F)F.C(N(C(C)C)CC)(C)C. Given the product [CH3:20][O:21][C:22]1[CH:23]=[CH:24][C:25]([C:28]2[N:32]=[C:31]([CH2:33][CH2:34][C:35]([NH:1][C:2]3[CH:7]=[CH:6][CH:5]=[C:4]([NH:8][C:9]4[C:18]5[C:13](=[CH:14][CH:15]=[CH:16][CH:17]=5)[C:12](=[O:19])[NH:11][N:10]=4)[CH:3]=3)=[O:36])[O:30][N:29]=2)=[CH:26][CH:27]=1, predict the reactants needed to synthesize it. (6) Given the product [CH3:20][O:19][C:12]1[CH:11]=[C:10]([CH2:9][CH2:8][N:5]2[CH2:6][CH2:7][N:2]([CH3:1])[CH2:3][CH2:4]2)[CH:15]=[CH:14][C:13]=1[NH2:16], predict the reactants needed to synthesize it. The reactants are: [CH3:1][N:2]1[CH2:7][CH2:6][N:5]([CH2:8][CH2:9][C:10]2[CH:15]=[CH:14][C:13]([N+:16]([O-])=O)=[C:12]([O:19][CH3:20])[CH:11]=2)[CH2:4][CH2:3]1.